Dataset: Catalyst prediction with 721,799 reactions and 888 catalyst types from USPTO. Task: Predict which catalyst facilitates the given reaction. (1) Reactant: O=[C:2]1[CH2:7][CH2:6][N:5]([C:8]([O:10][C:11]([CH3:14])([CH3:13])[CH3:12])=[O:9])[CH2:4][CH2:3]1.C(O[BH-](OC(=O)C)OC(=O)C)(=O)C.[Na+].[C:29]1([C@@H:35]2[CH2:37][C@H:36]2[NH2:38])[CH:34]=[CH:33][CH:32]=[CH:31][CH:30]=1. Product: [C:29]1([C@@H:35]2[CH2:37][C@H:36]2[NH:38][CH:2]2[CH2:7][CH2:6][N:5]([C:8]([O:10][C:11]([CH3:14])([CH3:13])[CH3:12])=[O:9])[CH2:4][CH2:3]2)[CH:34]=[CH:33][CH:32]=[CH:31][CH:30]=1. The catalyst class is: 26. (2) Reactant: [C:1]1([CH2:7][C:8](Cl)=[O:9])[CH:6]=[CH:5][CH:4]=[CH:3][CH:2]=1.[Cl:11][C:12]([Cl:21])([Cl:20])[C:13]([C:15]1[NH:16][CH:17]=[CH:18][CH:19]=1)=[O:14].[Cl-].[Cl-].[Cl-].[Al+3]. Product: [Cl:21][C:12]([Cl:11])([Cl:20])[C:13]([C:15]1[NH:16][CH:17]=[C:18]([C:8](=[O:9])[CH2:7][C:1]2[CH:6]=[CH:5][CH:4]=[CH:3][CH:2]=2)[CH:19]=1)=[O:14]. The catalyst class is: 4. (3) Reactant: [Cl:1][C:2]1[CH:3]=[C:4]([CH:17]=[CH:18][CH:19]=1)[CH2:5][NH:6][C:7]1[O:8][C:9]2[C:10](=[C:12]([NH2:16])[CH:13]=[CH:14][CH:15]=2)[N:11]=1.FC(F)(F)S(O[CH2:26][C:27]([F:35])([F:34])[C:28]1[CH:33]=[CH:32][CH:31]=[CH:30][N:29]=1)(=O)=O.CCN(C(C)C)C(C)C. The catalyst class is: 44. Product: [Cl:1][C:2]1[CH:3]=[C:4]([CH:17]=[CH:18][CH:19]=1)[CH2:5][NH:6][C:7]1[O:8][C:9]2[C:10](=[C:12]([NH:16][CH2:26][C:27]([F:35])([F:34])[C:28]3[CH:33]=[CH:32][CH:31]=[CH:30][N:29]=3)[CH:13]=[CH:14][CH:15]=2)[N:11]=1. (4) Reactant: [Cl:1][C:2]1[CH:7]=[CH:6][C:5](B(O)O)=[CH:4][CH:3]=1.COC([CH:15]1[CH2:20][NH:19][CH2:18][CH2:17][N:16]1[C:21]([O:23][C:24]([CH3:27])([CH3:26])[CH3:25])=[O:22])=O.N1C=CC=CC=1. Product: [CH3:24][O:23][C:21]([CH:18]1[N:19]([C:5]2[CH:6]=[CH:7][C:2]([Cl:1])=[CH:3][CH:4]=2)[CH2:20][CH2:15][N:16]([C:21]([O:23][C:24]([CH3:25])([CH3:26])[CH3:27])=[O:22])[CH2:17]1)=[O:22]. The catalyst class is: 221.